This data is from Reaction yield outcomes from USPTO patents with 853,638 reactions. The task is: Predict the reaction yield, written as a fraction of the theoretical maximum amount of product (1.0 means a 100% yield; for example, 0.34 means a 34% yield). (1) The reactants are [OH-].[Na+].[Cl:3][C:4]1[CH:26]=[C:25]([C:27]([NH:29][CH2:30][C:31]2[CH:36]=[CH:35][CH:34]=[C:33]([O:37]C(C3C=CSC=3)=O)[CH:32]=2)=[O:28])[CH:24]=[C:23]([CH3:45])[C:5]=1[C:6]([NH:8][C@H:9]([C:19]([O:21]C)=[O:20])[CH2:10][NH:11][C:12]([C:14]1[CH:18]=[CH:17][S:16][CH:15]=1)=[O:13])=[O:7]. The catalyst is CO. The product is [Cl:3][C:4]1[CH:26]=[C:25]([C:27]([NH:29][CH2:30][C:31]2[CH:36]=[CH:35][CH:34]=[C:33]([OH:37])[CH:32]=2)=[O:28])[CH:24]=[C:23]([CH3:45])[C:5]=1[C:6]([NH:8][C@H:9]([C:19]([OH:21])=[O:20])[CH2:10][NH:11][C:12]([C:14]1[CH:18]=[CH:17][S:16][CH:15]=1)=[O:13])=[O:7]. The yield is 0.590. (2) The reactants are Br[CH2:2][C:3]([C:5]1[C:6]([CH:28]2[CH2:31][CH2:30][CH2:29]2)=[CH:7][C:8]([CH3:27])=[C:9]([CH:26]=1)[C:10]([N:12]1[CH2:17][CH2:16][CH:15]([C:18]2[CH:25]=[CH:24][C:21]([C:22]#[N:23])=[CH:20][CH:19]=2)[CH2:14][CH2:13]1)=[O:11])=O.Cl.[C:33](=[NH:37])([NH2:36])[CH2:34][CH3:35].C(=O)([O-])[O-].[K+].[K+]. The catalyst is CC#N. The product is [CH:28]1([C:6]2[C:5]([C:3]3[NH:36][C:33]([CH2:34][CH3:35])=[N:37][CH:2]=3)=[CH:26][C:9]([C:10]([N:12]3[CH2:17][CH2:16][CH:15]([C:18]4[CH:25]=[CH:24][C:21]([C:22]#[N:23])=[CH:20][CH:19]=4)[CH2:14][CH2:13]3)=[O:11])=[C:8]([CH3:27])[CH:7]=2)[CH2:31][CH2:30][CH2:29]1. The yield is 0.440. (3) The reactants are [NH2:1][C:2]1[S:6][C:5]2[CH2:7][CH2:8][CH2:9][CH2:10][C:4]=2[C:3]=1[C:11]([NH2:13])=[O:12].C(N(CC)CC)C.[Cl:21][C:22]1[CH:30]=[CH:29][CH:28]=[CH:27][C:23]=1[C:24](Cl)=[O:25]. The catalyst is ClCCl. The product is [Cl:21][C:22]1[CH:30]=[CH:29][CH:28]=[CH:27][C:23]=1[C:24]([NH:1][C:2]1[S:6][C:5]2[CH2:7][CH2:8][CH2:9][CH2:10][C:4]=2[C:3]=1[C:11]([NH2:13])=[O:12])=[O:25]. The yield is 0.0800.